This data is from CYP3A4 inhibition data for predicting drug metabolism from PubChem BioAssay. The task is: Regression/Classification. Given a drug SMILES string, predict its absorption, distribution, metabolism, or excretion properties. Task type varies by dataset: regression for continuous measurements (e.g., permeability, clearance, half-life) or binary classification for categorical outcomes (e.g., BBB penetration, CYP inhibition). Dataset: cyp3a4_veith. The molecule is COC(=O)c1cc(NC(=O)/C=C/c2ccc3c(c2)OCO3)cc(C(=O)OC)c1. The result is 1 (inhibitor).